Dataset: Catalyst prediction with 721,799 reactions and 888 catalyst types from USPTO. Task: Predict which catalyst facilitates the given reaction. (1) Reactant: [OH-].[K+].[N+:3]([C:6]1[CH:14]=[C:13]2[C:9]([CH:10]=[CH:11][NH:12]2)=[CH:8][CH:7]=1)([O-:5])=[O:4].[CH3:15][N:16]1[CH2:21][CH2:20][C:19](=O)[CH2:18][CH2:17]1. Product: [CH3:15][N:16]1[CH2:21][CH2:20][CH:19]([C:10]2[C:9]3[C:13](=[CH:14][C:6]([N+:3]([O-:5])=[O:4])=[CH:7][CH:8]=3)[NH:12][CH:11]=2)[CH2:18][CH2:17]1. The catalyst class is: 5. (2) Reactant: CI.[C:3](=O)([O-])[O-].[K+].[K+].[Br:9][C:10]1[N:15]=[CH:14][C:13]([CH2:16][CH2:17][CH:18]([S:24]([CH3:27])(=[O:26])=[O:25])[C:19]([O:21][CH2:22][CH3:23])=[O:20])=[CH:12][CH:11]=1. Product: [Br:9][C:10]1[N:15]=[CH:14][C:13]([CH2:16][CH2:17][C:18]([CH3:3])([S:24]([CH3:27])(=[O:26])=[O:25])[C:19]([O:21][CH2:22][CH3:23])=[O:20])=[CH:12][CH:11]=1. The catalyst class is: 517. (3) Reactant: [N:1]#[C:2]Br.[Br:4][C:5]1[CH:11]=[CH:10][C:8]([NH2:9])=[C:7](CC)[CH:6]=1. Product: [Br:4][C:5]1[CH:11]=[CH:10][C:8]([NH:9][C:2]#[N:1])=[CH:7][CH:6]=1. The catalyst class is: 27. (4) Reactant: [Cl:1][C:2]1[C:10]2[N:9](COCC[Si](C)(C)C)[N:8]=[CH:7][C:6]=2[C:5]([NH:19][C:20]2[C:28]3[C:23](=[CH:24][N:25]=[CH:26][CH:27]=3)[O:22][C:21]=2[C:29]2[N:34]=[CH:33][CH:32]=[CH:31][N:30]=2)=[CH:4][C:3]=1[CH3:35]. Product: [Cl:1][C:2]1[C:3]([CH3:35])=[CH:4][C:5]([NH:19][C:20]2[C:28]3[C:23](=[CH:24][N:25]=[CH:26][CH:27]=3)[O:22][C:21]=2[C:29]2[N:30]=[CH:31][CH:32]=[CH:33][N:34]=2)=[C:6]2[C:10]=1[NH:9][N:8]=[CH:7]2. The catalyst class is: 5.